Task: Predict the product of the given reaction.. Dataset: Forward reaction prediction with 1.9M reactions from USPTO patents (1976-2016) (1) Given the reactants O1[C:5]2([CH2:10][CH2:9][CH:8]([CH:11]([NH:14][C:15]([N:17]([CH3:19])[CH3:18])=[O:16])[CH2:12][CH3:13])[CH2:7][CH2:6]2)[O:4]CC1.Cl, predict the reaction product. The product is: [CH3:19][N:17]([CH3:18])[C:15]([NH:14][CH:11]([CH:8]1[CH2:7][CH2:6][C:5](=[O:4])[CH2:10][CH2:9]1)[CH2:12][CH3:13])=[O:16]. (2) Given the reactants [OH:1][C:2]1[CH:11]=[CH:10][CH:9]=[C:8]2[C:3]=1[CH:4]=[CH:5][N:6]=[CH:7]2.C1(=O)O[CH2:15][CH2:14][O:13]1.C([O-])([O-])=O.[K+].[K+], predict the reaction product. The product is: [CH:7]1[C:8]2[C:3](=[C:2]([O:1][CH2:15][CH2:14][OH:13])[CH:11]=[CH:10][CH:9]=2)[CH:4]=[CH:5][N:6]=1. (3) Given the reactants Cl[C:2]1[CH:7]=[C:6](Cl)[N:5]=[C:4]([NH:9][C:10]2[CH:15]=[CH:14][C:13]([O:16][C:17]([F:20])([F:19])[F:18])=[CH:12][CH:11]=2)[N:3]=1.[F:21][C:22]1[CH:27]=[CH:26][C:25](B(O)O)=[CH:24][CH:23]=1.C(=O)([O-])[O-].[Na+].[Na+], predict the reaction product. The product is: [F:21][C:22]1[CH:27]=[CH:26][C:25]([C:2]2[CH:7]=[C:6]([C:25]3[CH:26]=[CH:27][C:22]([F:21])=[CH:23][CH:24]=3)[N:5]=[C:4]([NH:9][C:10]3[CH:15]=[CH:14][C:13]([O:16][C:17]([F:20])([F:19])[F:18])=[CH:12][CH:11]=3)[N:3]=2)=[CH:24][CH:23]=1. (4) Given the reactants C[N:2](C)[CH:3]=[C:4]([C:7]([C:9]1[S:13][C:12]([NH:14][CH3:15])=[N:11][C:10]=1[CH3:16])=O)[C:5]#N.[NH:18]([C:22]1[CH:27]=[CH:26][C:25]([S:28]([NH2:31])(=[O:30])=[O:29])=[CH:24][CH:23]=1)[C:19]([NH2:21])=[NH:20], predict the reaction product. The product is: [C:3]([C:4]1[C:7]([C:9]2[S:13][C:12]([NH:14][CH3:15])=[N:11][C:10]=2[CH3:16])=[N:20][C:19]([NH:18][C:22]2[CH:27]=[CH:26][C:25]([S:28]([NH2:31])(=[O:29])=[O:30])=[CH:24][CH:23]=2)=[N:21][CH:5]=1)#[N:2]. (5) Given the reactants Cl.Cl[C:3]1[N:12]=[C:11]([N:13]([C:15]2[CH:20]=[CH:19][C:18]([O:21][CH3:22])=[CH:17][CH:16]=2)[CH3:14])[C:10]2[C:5](=[CH:6][CH:7]=[CH:8][CH:9]=2)[N:4]=1.[NH2:23][C@H:24]([CH2:27][C:28]1[CH:33]=[CH:32][CH:31]=[CH:30][CH:29]=1)[CH2:25][OH:26].CCN(CC)CC, predict the reaction product. The product is: [CH3:22][O:21][C:18]1[CH:19]=[CH:20][C:15]([N:13]([CH3:14])[C:11]2[C:10]3[C:5](=[CH:6][CH:7]=[CH:8][CH:9]=3)[N:4]=[C:3]([NH:23][C@H:24]([CH2:27][C:28]3[CH:33]=[CH:32][CH:31]=[CH:30][CH:29]=3)[CH2:25][OH:26])[N:12]=2)=[CH:16][CH:17]=1. (6) Given the reactants [CH2:1]([O:3][C:4]1[N:8]([CH3:9])[N:7]=[C:6]([C:10]2[CH:25]=[CH:24][C:13]([O:14][CH2:15][C:16]3[C:21]([CH3:22])=[CH:20][CH:19]=[CH:18][C:17]=3[NH2:23])=[C:12]([CH3:26])[CH:11]=2)[C:5]=1[CH3:27])[CH3:2].Cl[C:29](Cl)([O:31]C(=O)OC(Cl)(Cl)Cl)Cl, predict the reaction product. The product is: [CH2:1]([O:3][C:4]1[N:8]([CH3:9])[N:7]=[C:6]([C:10]2[CH:25]=[CH:24][C:13]([O:14][CH2:15][C:16]3[C:21]([CH3:22])=[CH:20][CH:19]=[CH:18][C:17]=3[N:23]=[C:29]=[O:31])=[C:12]([CH3:26])[CH:11]=2)[C:5]=1[CH3:27])[CH3:2].